Dataset: Forward reaction prediction with 1.9M reactions from USPTO patents (1976-2016). Task: Predict the product of the given reaction. (1) Given the reactants [CH:1]1([C:5]2[N:6]=[C:7]([NH:10][C:11]([C:13]3[CH:24]=[CH:23][N:16]4[C:17](=[O:22])[CH2:18][C:19](=O)[N:20]=[C:15]4[CH:14]=3)=[O:12])[S:8][CH:9]=2)[CH2:4][CH2:3][CH2:2]1.P(Cl)(OC1C=CC=CC=1)(OC1C=CC=CC=1)=O.C(N(C(C)C)CC)(C)C.[OH:51][CH:52]1[CH2:57][CH2:56][CH2:55][NH:54][CH2:53]1.C(=O)([O-])O.[Na+], predict the reaction product. The product is: [CH:1]1([C:5]2[N:6]=[C:7]([NH:10][C:11]([C:13]3[CH:24]=[CH:23][N:16]4[C:17](=[O:22])[CH:18]=[C:19]([N:54]5[CH2:55][CH2:56][CH2:57][CH:52]([OH:51])[CH2:53]5)[N:20]=[C:15]4[CH:14]=3)=[O:12])[S:8][CH:9]=2)[CH2:4][CH2:3][CH2:2]1. (2) Given the reactants CC1NC([C:8]2[CH:9]=[C:10]([CH:15]=[CH:16][C:17]=2[CH3:18])[C:11]([O:13][CH3:14])=[O:12])=C(C)N=1.I[C:20]1[NH:24][C:23]([C:25]2([CH3:29])[CH2:28][O:27][CH2:26]2)=[N:22][C:21]=1[CH3:30].IC1NC(C)=NC=1C, predict the reaction product. The product is: [CH3:18][C:17]1[CH:16]=[CH:15][C:10]([C:11]([O:13][CH3:14])=[O:12])=[CH:9][C:8]=1[C:20]1[NH:24][C:23]([C:25]2([CH3:29])[CH2:28][O:27][CH2:26]2)=[N:22][C:21]=1[CH3:30]. (3) Given the reactants [CH3:1][O:2][CH2:3][O:4][C:5]1[CH:6]=[C:7]([CH:20]=[CH:21][CH:22]=1)[C:8]([NH:10][C:11]([CH3:19])([C:13]1[CH:18]=[CH:17][CH:16]=[CH:15][CH:14]=1)[CH3:12])=[O:9].CN(CCN(C)C)C.C([Li])(CC)C.CCCCCC.CN([CH:45]=[O:46])C, predict the reaction product. The product is: [CH3:1][O:2][CH2:3][O:4][C:5]1[CH:22]=[CH:21][CH:20]=[C:7]2[C:6]=1[CH:45]([OH:46])[N:10]([C:11]([CH3:19])([C:13]1[CH:14]=[CH:15][CH:16]=[CH:17][CH:18]=1)[CH3:12])[C:8]2=[O:9]. (4) The product is: [CH2:21]([C:18]1[CH:19]=[C:20]2[C:15](=[CH:16][CH:17]=1)[N:14]=[C:13]([CH:28]=[CH:29][C:30]1[CH:35]=[CH:34][C:33]([O:36][CH2:37][C:38]3[CH:39]=[CH:40][CH:41]=[CH:42][CH:43]=3)=[CH:32][CH:31]=1)[N:12]=[C:11]2[NH:10][CH2:9][CH:5]1[CH2:6][CH2:7][CH2:8][CH:3]([CH2:2][NH2:1])[CH2:4]1)[CH:22]=[CH2:23]. Given the reactants [NH2:1][CH2:2][CH:3]1[CH2:8][CH2:7][CH2:6][CH:5]([CH2:9][NH:10][C:11]2[C:20]3[C:15](=[CH:16][CH:17]=[C:18]([CH:21]=[CH:22][C:23](N(C)C)=O)[CH:19]=3)[N:14]=[C:13]([CH:28]=[CH:29][C:30]3[CH:35]=[CH:34][C:33]([O:36][CH2:37][C:38]4[CH:43]=[CH:42][CH:41]=[CH:40][CH:39]=4)=[CH:32][CH:31]=3)[N:12]=2)[CH2:4]1.C([Sn](CCCC)(CCCC)CCCC)C=C.C(C1C=C2C(=CC=1)N=CN=C2)C=C.C(O)(C(F)(F)F)=O, predict the reaction product.